Dataset: NCI-60 drug combinations with 297,098 pairs across 59 cell lines. Task: Regression. Given two drug SMILES strings and cell line genomic features, predict the synergy score measuring deviation from expected non-interaction effect. Drug 1: C1CCC(CC1)NC(=O)N(CCCl)N=O. Drug 2: CCN(CC)CCCC(C)NC1=C2C=C(C=CC2=NC3=C1C=CC(=C3)Cl)OC. Cell line: SF-295. Synergy scores: CSS=42.8, Synergy_ZIP=-11.0, Synergy_Bliss=-0.741, Synergy_Loewe=1.53, Synergy_HSA=1.61.